From a dataset of Full USPTO retrosynthesis dataset with 1.9M reactions from patents (1976-2016). Predict the reactants needed to synthesize the given product. (1) Given the product [Cl:8][C:9]1[CH:14]=[CH:13][C:12]([C:15]2[C:16]([C@@H:21]([NH:31][C:51](=[O:52])[CH2:50][C:44]3[C:43]4[C:47](=[CH:48][CH:49]=[C:41]([CH2:40][NH:39][C:37](=[O:38])[O:36][C:32]([CH3:33])([CH3:34])[CH3:35])[CH:42]=4)[NH:46][CH:45]=3)[CH2:22][C:23]3[CH:28]=[C:27]([F:29])[CH:26]=[C:25]([F:30])[CH:24]=3)=[N:17][CH:18]=[CH:19][CH:20]=2)=[CH:11][CH:10]=1, predict the reactants needed to synthesize it. The reactants are: FC(F)(F)C(O)=O.[Cl:8][C:9]1[CH:14]=[CH:13][C:12]([C:15]2[C:16]([C@@H:21]([NH2:31])[CH2:22][C:23]3[CH:28]=[C:27]([F:29])[CH:26]=[C:25]([F:30])[CH:24]=3)=[N:17][CH:18]=[CH:19][CH:20]=2)=[CH:11][CH:10]=1.[C:32]([O:36][C:37]([NH:39][CH2:40][C:41]1[CH:42]=[C:43]2[C:47](=[CH:48][CH:49]=1)[NH:46][CH:45]=[C:44]2[CH2:50][C:51](O)=[O:52])=[O:38])([CH3:35])([CH3:34])[CH3:33]. (2) Given the product [Cl:23][CH2:2][C:3]([N:5]1[CH2:9][C@@H:8]([F:10])[CH2:7][C@H:6]1[C:11]#[N:12])=[O:4], predict the reactants needed to synthesize it. The reactants are: Br[CH2:2][C:3]([N:5]1[CH2:9][C@@H:8]([F:10])[CH2:7][C@H:6]1[C:11]#[N:12])=[O:4].Cl.F[C@@H]1CN[C@H](C(N)=O)C1.[Cl:23]CC(Cl)=O.